From a dataset of Choline transporter screen with 302,306 compounds. Binary Classification. Given a drug SMILES string, predict its activity (active/inactive) in a high-throughput screening assay against a specified biological target. (1) The compound is Clc1c(c2nc(sc2)NC(=S)Nc2cc([N+]([O-])=O)ccc2)cccc1. The result is 0 (inactive). (2) The compound is Fc1c(C(=O)NCC(OCc2c(OC)ccc(c2)C(=O)C)=O)cccc1. The result is 0 (inactive). (3) The drug is Fc1c(c2n(O)c3CCCC(=O)c3n2)cccc1. The result is 0 (inactive).